Task: Predict the reactants needed to synthesize the given product.. Dataset: Full USPTO retrosynthesis dataset with 1.9M reactions from patents (1976-2016) (1) Given the product [CH2:29]([O:36][C:37]1[CH:38]=[CH:39][C:40]([CH2:41][NH:42][C:24]([C:20]2[N:21]([CH3:23])[CH:22]=[C:18]([NH:17][C:15]([C:10]3[C:9]([C:6]4[CH:7]=[CH:8][C:3]([C:2]([F:1])([F:28])[F:27])=[CH:4][CH:5]=4)=[CH:14][CH:13]=[CH:12][CH:11]=3)=[O:16])[CH:19]=2)=[O:26])=[CH:43][CH:44]=1)[C:30]1[CH:31]=[CH:32][CH:33]=[CH:34][CH:35]=1, predict the reactants needed to synthesize it. The reactants are: [F:1][C:2]([F:28])([F:27])[C:3]1[CH:8]=[CH:7][C:6]([C:9]2[C:10]([C:15]([NH:17][C:18]3[CH:19]=[C:20]([C:24]([OH:26])=O)[N:21]([CH3:23])[CH:22]=3)=[O:16])=[CH:11][CH:12]=[CH:13][CH:14]=2)=[CH:5][CH:4]=1.[CH2:29]([O:36][C:37]1[CH:44]=[CH:43][C:40]([CH2:41][NH2:42])=[CH:39][CH:38]=1)[C:30]1[CH:35]=[CH:34][CH:33]=[CH:32][CH:31]=1.CN(C(ON1N=NC2C=CC=CC1=2)=[N+](C)C)C.[B-](F)(F)(F)F.C(N(CC)CC)C. (2) Given the product [Cl:32][C:33]1[CH:34]=[C:35]([CH:38]=[CH:39][CH:40]=1)[CH2:36][NH:37][C:21](=[O:23])[C:20]1[CH:24]=[CH:25][CH:26]=[C:18]([C:16]2[CH:15]=[N:14][C:10]3[NH:11][CH2:12][CH2:13][N:8]([CH2:7][C:6]4[CH:27]=[C:2]([Cl:1])[CH:3]=[CH:4][C:5]=4[C:28]([F:30])([F:29])[F:31])[C:9]=3[CH:17]=2)[CH:19]=1, predict the reactants needed to synthesize it. The reactants are: [Cl:1][C:2]1[CH:3]=[CH:4][C:5]([C:28]([F:31])([F:30])[F:29])=[C:6]([CH:27]=1)[CH2:7][N:8]1[CH2:13][CH2:12][NH:11][C:10]2[N:14]=[CH:15][C:16]([C:18]3[CH:19]=[C:20]([CH:24]=[CH:25][CH:26]=3)[C:21]([OH:23])=O)=[CH:17][C:9]1=2.[Cl:32][C:33]1[CH:34]=[C:35]([CH:38]=[CH:39][CH:40]=1)[CH2:36][NH2:37]. (3) Given the product [C:6]([O:10][C:11](=[O:23])[NH:12][CH2:13][C:14]1[CH:19]=[C:18]([NH:20][CH:36]([C:42]#[N:43])[C:28]2[CH:27]=[C:26]([O:25][CH3:24])[C:35]3[O:34][CH2:33][O:32][CH2:31][C:30]=3[CH:29]=2)[CH:17]=[CH:16][C:15]=1[C:21]#[N:22])([CH3:9])([CH3:7])[CH3:8], predict the reactants needed to synthesize it. The reactants are: C1COCC1.[C:6]([O:10][C:11](=[O:23])[NH:12][CH2:13][C:14]1[CH:19]=[C:18]([NH2:20])[CH:17]=[CH:16][C:15]=1[C:21]#[N:22])([CH3:9])([CH3:8])[CH3:7].[CH3:24][O:25][C:26]1[C:35]2[O:34][CH2:33][O:32][CH2:31][C:30]=2[CH:29]=[C:28]([CH:36]=O)[CH:27]=1.C[Si]([C:42]#[N:43])(C)C. (4) Given the product [CH3:1][NH:2][CH2:4][C:5]1[CH:10]=[CH:9][C:8]([C:11]#[C:12][Si:13]([CH3:15])([CH3:14])[CH3:16])=[CH:7][CH:6]=1, predict the reactants needed to synthesize it. The reactants are: [CH3:1][N:2]([CH2:4][C:5]1[CH:10]=[CH:9][C:8]([C:11]#[C:12][Si:13]([CH3:16])([CH3:15])[CH3:14])=[CH:7][CH:6]=1)C.CNCC1C=CC(I)=CC=1. (5) Given the product [C:15]1([C:23]2[CH:24]=[CH:25][CH:26]=[CH:27][CH:28]=2)[CH:20]=[CH:19][CH:18]=[CH:17][C:16]=1[CH2:21][N:12]1[CH2:13][CH2:14][N:9]([C:6]2[CH:5]=[CH:4][C:3]([Cl:2])=[CH:8][CH:7]=2)[CH2:10][CH2:11]1, predict the reactants needed to synthesize it. The reactants are: Cl.[Cl:2][C:3]1[CH:8]=[CH:7][C:6]([N:9]2[CH2:14][CH2:13][NH:12][CH2:11][CH2:10]2)=[CH:5][CH:4]=1.[C:15]1([C:23]2[CH:28]=[CH:27][CH:26]=[CH:25][CH:24]=2)[C:16]([CH:21]=O)=[CH:17][CH:18]=[CH:19][CH:20]=1.[BH-](OC(C)=O)(OC(C)=O)OC(C)=O.[Na+].C1(C2C=CC=CC=2)C=CC=CC=1CN1CCN(C2C=CC=CC=2)CC1. (6) Given the product [Cl:12][C:13]1[C:21]([Cl:22])=[CH:20][CH:19]=[CH:18][C:14]=1[C:15]([Cl:1])([Cl:16])[Cl:17], predict the reactants needed to synthesize it. The reactants are: [Cl:1]C1C(Cl)=CC=CC=1C.ClCl.[Cl:12][C:13]1[C:21]([Cl:22])=[CH:20][CH:19]=[CH:18][C:14]=1[CH:15]([Cl:17])[Cl:16].